Dataset: Forward reaction prediction with 1.9M reactions from USPTO patents (1976-2016). Task: Predict the product of the given reaction. (1) The product is: [F:13][C:5]1[C:4]([C:3]([O:2][CH3:1])=[O:14])=[CH:9][C:8]2[NH:10][C:22](=[O:23])[CH2:21][O:11][C:7]=2[C:6]=1[F:12]. Given the reactants [CH3:1][O:2][C:3](=[O:14])[C:4]1[CH:9]=[C:8]([NH2:10])[C:7]([OH:11])=[C:6]([F:12])[C:5]=1[F:13].C(=O)([O-])O.[Na+].Cl[CH2:21][C:22](Cl)=[O:23], predict the reaction product. (2) Given the reactants [C:1]([C:3]1[CH:23]=[C:22]([C:24]2[N:29]=[C:28]([NH:30][C:31]3[CH:36]=[CH:35][C:34]([N:37]4[CH2:42][CH2:41][N:40]([CH2:43][C@@H:44]([OH:46])[CH3:45])[CH2:39][CH2:38]4)=[CH:33][CH:32]=3)[N:27]=[CH:26][N:25]=2)[CH:21]=[CH:20][C:4]=1[O:5][C@H:6]1[CH2:11][CH2:10][N:9](C(OC(C)(C)C)=O)[CH2:8][C@H:7]1[F:19])#[N:2].FC(F)(F)C(O)=O, predict the reaction product. The product is: [F:19][C@H:7]1[C@@H:6]([O:5][C:4]2[CH:20]=[CH:21][C:22]([C:24]3[N:29]=[C:28]([NH:30][C:31]4[CH:32]=[CH:33][C:34]([N:37]5[CH2:38][CH2:39][N:40]([CH2:43][C@@H:44]([OH:46])[CH3:45])[CH2:41][CH2:42]5)=[CH:35][CH:36]=4)[N:27]=[CH:26][N:25]=3)=[CH:23][C:3]=2[C:1]#[N:2])[CH2:11][CH2:10][NH:9][CH2:8]1. (3) Given the reactants [CH3:1][C:2]1[CH:7]=[C:6]([N+:8]([O-])=O)[C:5]([O:11][CH3:12])=[CH:4][C:3]=1[N:13]1[CH2:18][CH2:17][N:16]([CH2:19][CH2:20][O:21][CH3:22])[CH2:15][CH2:14]1, predict the reaction product. The product is: [CH3:1][C:2]1[C:3]([N:13]2[CH2:14][CH2:15][N:16]([CH2:19][CH2:20][O:21][CH3:22])[CH2:17][CH2:18]2)=[CH:4][C:5]([O:11][CH3:12])=[C:6]([CH:7]=1)[NH2:8]. (4) Given the reactants [OH:1][C:2]1[CH:3]=[C:4]2[C:9](=[CH:10][CH:11]=1)[CH:8]([C:12]([O:14][CH3:15])=[O:13])[CH2:7][CH2:6][CH2:5]2.N1C=CC=CC=1.[F:22][C:23]([F:36])([F:35])[S:24](O[S:24]([C:23]([F:36])([F:35])[F:22])(=[O:26])=[O:25])(=[O:26])=[O:25].C(OCC)C, predict the reaction product. The product is: [F:22][C:23]([F:36])([F:35])[S:24]([O:1][C:2]1[CH:3]=[C:4]2[C:9](=[CH:10][CH:11]=1)[CH:8]([C:12]([O:14][CH3:15])=[O:13])[CH2:7][CH2:6][CH2:5]2)(=[O:26])=[O:25]. (5) Given the reactants [NH2:1][C:2]1[CH:7]=[CH:6][CH:5]=[CH:4][C:3]=1[C:8]1[CH:13]=[CH:12][C:11]([O:14][C:15]([F:18])([F:17])[F:16])=[CH:10][CH:9]=1.Br[C:20]1[CH:25]=[CH:24][C:23]([C:26]([CH3:29])([CH3:28])[CH3:27])=[CH:22][CH:21]=1.CC(C)([O-])C.[K+].[Cl-].[NH4+], predict the reaction product. The product is: [C:26]([C:23]1[CH:24]=[CH:25][C:20]([NH:1][C:2]2[CH:7]=[CH:6][CH:5]=[CH:4][C:3]=2[C:8]2[CH:13]=[CH:12][C:11]([O:14][C:15]([F:16])([F:17])[F:18])=[CH:10][CH:9]=2)=[CH:21][CH:22]=1)([CH3:29])([CH3:28])[CH3:27]. (6) Given the reactants [O:1]=[C:2]([CH3:14])[CH2:3][CH2:4][CH2:5][CH2:6][CH2:7][CH2:8][CH2:9][C:10]([O:12][CH3:13])=[O:11].[BH4-].[Na+], predict the reaction product. The product is: [OH:1][CH:2]([CH3:14])[CH2:3][CH2:4][CH2:5][CH2:6][CH2:7][CH2:8][CH2:9][C:10]([O:12][CH3:13])=[O:11]. (7) The product is: [CH:37]([C:33]1[CH:32]=[C:31]([C:27]2[CH:28]=[CH:29][CH:30]=[C:25]([S:22]([NH:20][CH:19]3[C:13]4[CH:12]=[CH:11][CH:10]=[C:9]([O:8][CH2:7][C:6]([OH:40])=[O:5])[C:14]=4[CH2:15][CH2:16][CH2:17][CH2:18]3)(=[O:24])=[O:23])[CH:26]=2)[CH:36]=[CH:35][CH:34]=1)([CH3:39])[CH3:38]. Given the reactants C([O:5][C:6](=[O:40])[CH2:7][O:8][C:9]1[C:14]2[CH2:15][CH2:16][CH2:17][CH2:18][CH:19]([N:20]([S:22]([C:25]3[CH:26]=[C:27]([C:31]4[CH:36]=[CH:35][CH:34]=[C:33]([CH:37]([CH3:39])[CH3:38])[CH:32]=4)[CH:28]=[CH:29][CH:30]=3)(=[O:24])=[O:23])C)[C:13]=2[CH:12]=[CH:11][CH:10]=1)(C)(C)C.[OH-].[Na+], predict the reaction product.